Task: Predict which catalyst facilitates the given reaction.. Dataset: Catalyst prediction with 721,799 reactions and 888 catalyst types from USPTO Reactant: [Cl:1][C:2]1[N:7]=[C:6]([Cl:8])[C:5]([CH:9]=[O:10])=[C:4]([Cl:11])[N:3]=1.S(Cl)([Cl:15])(=O)=O. Product: [Cl:1][C:2]1[N:3]=[C:4]([Cl:11])[C:5]([C:9]([Cl:15])=[O:10])=[C:6]([Cl:8])[N:7]=1. The catalyst class is: 68.